Task: Predict the product of the given reaction.. Dataset: Forward reaction prediction with 1.9M reactions from USPTO patents (1976-2016) (1) Given the reactants [C:1]1([C:7]([C:9]2[CH:14]=[C:13]([CH3:15])[CH:12]=[CH:11][C:10]=2[NH2:16])=O)[CH:6]=[CH:5][CH:4]=[CH:3][CH:2]=1.[N:17]([O-])=O.[Na+].Cl[Sn]Cl, predict the reaction product. The product is: [CH3:15][C:13]1[CH:14]=[C:9]2[C:10](=[CH:11][CH:12]=1)[NH:16][N:17]=[C:7]2[C:1]1[CH:6]=[CH:5][CH:4]=[CH:3][CH:2]=1. (2) Given the reactants [F:1][C:2]1[CH:3]=[C:4]([CH:8]=[CH:9][C:10]=1[OH:11])[C:5]([OH:7])=[O:6].[F:12][C:13]([F:23])([F:22])[C:14]1[CH:21]=[CH:20][C:17]([CH2:18]Br)=[CH:16][CH:15]=1, predict the reaction product. The product is: [F:12][C:13]([F:23])([F:22])[C:14]1[CH:21]=[CH:20][C:17]([CH2:18][O:6][C:5](=[O:7])[C:4]2[CH:8]=[CH:9][C:10]([O:11][CH2:18][C:17]3[CH:16]=[CH:15][C:14]([C:13]([F:12])([F:22])[F:23])=[CH:21][CH:20]=3)=[C:2]([F:1])[CH:3]=2)=[CH:16][CH:15]=1. (3) Given the reactants [OH:1][C:2]1[CH:11]=[C:10]([CH3:12])[C:9]([C:13]([F:16])([F:15])[F:14])=[CH:8][C:3]=1[C:4]([O:6][CH3:7])=[O:5].[C:17](OC(=O)C)(=[O:19])[CH3:18], predict the reaction product. The product is: [C:17]([O:1][C:2]1[CH:11]=[C:10]([CH3:12])[C:9]([C:13]([F:14])([F:15])[F:16])=[CH:8][C:3]=1[C:4]([O:6][CH3:7])=[O:5])(=[O:19])[CH3:18].